From a dataset of Full USPTO retrosynthesis dataset with 1.9M reactions from patents (1976-2016). Predict the reactants needed to synthesize the given product. (1) Given the product [CH3:32][C:2]([CH3:1])([CH2:28][CH2:29][CH2:30][CH3:31])[C:3]([NH:5][CH2:6][C@H:7]1[O:11][C:10]([CH3:12])([CH3:13])[N:9]([C:14]([O:16][C:17]([CH3:18])([CH3:19])[CH3:20])=[O:15])[C@H:8]1[CH2:21][C@H:22]([CH:26]=[O:27])[CH:23]([CH3:24])[CH3:25])=[O:4], predict the reactants needed to synthesize it. The reactants are: [CH3:1][C:2]([CH3:32])([CH2:28][CH2:29][CH2:30][CH3:31])[C:3]([NH:5][CH2:6][C@H:7]1[O:11][C:10]([CH3:13])([CH3:12])[N:9]([C:14]([O:16][C:17]([CH3:20])([CH3:19])[CH3:18])=[O:15])[C@H:8]1[CH2:21][C@H:22]([CH2:26][OH:27])[CH:23]([CH3:25])[CH3:24])=[O:4].CC(OI1(OC(C)=O)(OC(C)=O)OC(=O)C2C=CC=CC1=2)=O. (2) Given the product [Cl:16][CH2:12][C:8]1[CH:9]=[CH:10][CH:11]=[C:6]([S:5][CH2:1][CH:2]([CH3:4])[CH3:3])[CH:7]=1, predict the reactants needed to synthesize it. The reactants are: [CH2:1]([S:5][C:6]1[CH:7]=[C:8]([CH2:12]O)[CH:9]=[CH:10][CH:11]=1)[CH:2]([CH3:4])[CH3:3].S(Cl)([Cl:16])=O.C(OCC)(=O)C. (3) Given the product [Br:10][C:11]1[CH:12]=[C:13]2[C:18](=[CH:19][CH:20]=1)[N:17]([C:21](=[O:26])[C:22]([F:23])([F:25])[F:24])[C@@H:16]([CH3:27])[CH2:15][N:14]2[C:31]([CH:28]1[CH2:30][CH2:29]1)=[O:32], predict the reactants needed to synthesize it. The reactants are: C(N(CC)C(C)C)(C)C.[Br:10][C:11]1[CH:12]=[C:13]2[C:18](=[CH:19][CH:20]=1)[N:17]([C:21](=[O:26])[C:22]([F:25])([F:24])[F:23])[C@@H:16]([CH3:27])[CH2:15][NH:14]2.[CH:28]1([C:31](Cl)=[O:32])[CH2:30][CH2:29]1. (4) Given the product [O:51]1[C:52]2[CH:58]=[CH:57][CH:56]=[CH:55][C:53]=2[N:54]=[C:50]1[NH:49][C:40](=[O:42])[CH:39]([C:31]1[CH:32]=[CH:33][C:34]([S:35]([CH3:38])(=[O:36])=[O:37])=[C:29]([Cl:28])[CH:30]=1)[CH2:43][CH:44]1[CH2:48][CH2:47][CH2:46][CH2:45]1, predict the reactants needed to synthesize it. The reactants are: C1(P(C2C=CC=CC=2)C2C=CC=CC=2)C=CC=CC=1.BrN1C(=O)CCC1=O.[Cl:28][C:29]1[CH:30]=[C:31]([CH:39]([CH2:43][CH:44]2[CH2:48][CH2:47][CH2:46][CH2:45]2)[C:40]([OH:42])=O)[CH:32]=[CH:33][C:34]=1[S:35]([CH3:38])(=[O:37])=[O:36].[NH2:49][C:50]1[O:51][C:52]2[CH:58]=[CH:57][CH:56]=[CH:55][C:53]=2[N:54]=1.N1C=CC=CC=1. (5) Given the product [ClH:32].[F:24][C:22]1[CH:21]=[CH:20][CH:19]=[C:18]2[C:23]=1[C:15]([O:14][CH:11]1[CH2:12][CH2:13][NH:8][CH2:9][CH2:10]1)=[N:16][N:17]2[C:25]1[CH:30]=[CH:29][CH:28]=[CH:27][C:26]=1[F:31], predict the reactants needed to synthesize it. The reactants are: C(OC([N:8]1[CH2:13][CH2:12][CH:11]([O:14][C:15]2[C:23]3[C:18](=[CH:19][CH:20]=[CH:21][C:22]=3[F:24])[N:17]([C:25]3[CH:30]=[CH:29][CH:28]=[CH:27][C:26]=3[F:31])[N:16]=2)[CH2:10][CH2:9]1)=O)(C)(C)C.[ClH:32]. (6) Given the product [C:12]12([NH:22][CH2:8][C:7]3[CH:10]=[CH:11][C:4]([O:3][CH2:1][CH3:2])=[CH:5][CH:6]=3)[CH2:19][CH:18]3[CH2:17][CH:16]([CH2:15][CH:14]([CH2:20]3)[CH2:13]1)[CH2:21]2, predict the reactants needed to synthesize it. The reactants are: [CH2:1]([O:3][C:4]1[CH:11]=[CH:10][C:7]([CH:8]=O)=[CH:6][CH:5]=1)[CH3:2].[C:12]12([NH2:22])[CH2:21][CH:16]3[CH2:17][CH:18]([CH2:20][CH:14]([CH2:15]3)[CH2:13]1)[CH2:19]2.